This data is from Forward reaction prediction with 1.9M reactions from USPTO patents (1976-2016). The task is: Predict the product of the given reaction. (1) Given the reactants [Cl:1][C:2]1[CH:7]=[CH:6][C:5]([C@H:8]2[CH2:13][C@H:12]([C:14]3[O:18][NH:17][C:16](=[O:19])[CH:15]=3)[CH2:11][CH2:10][N:9]2C(OC)=O)=[CH:4][C:3]=1[F:24].Br, predict the reaction product. The product is: [Cl:1][C:2]1[CH:7]=[CH:6][C:5]([C@H:8]2[CH2:13][C@H:12]([C:14]3[O:18][NH:17][C:16](=[O:19])[CH:15]=3)[CH2:11][CH2:10][NH:9]2)=[CH:4][C:3]=1[F:24]. (2) Given the reactants [Si]([O:8][C:9]1[CH:14]=[CH:13][C:12]([C@@H:15]2[C:20]3=[N:21][S:22](=[O:26])(=[O:25])[CH2:23][CH2:24][N:19]3[CH2:18][CH2:17][CH2:16]2)=[CH:11][CH:10]=1)(C(C)(C)C)(C)C.Cl, predict the reaction product. The product is: [OH:8][C:9]1[CH:10]=[CH:11][C:12]([C@@H:15]2[C:20]3=[N:21][S:22](=[O:26])(=[O:25])[CH2:23][CH2:24][N:19]3[CH2:18][CH2:17][CH2:16]2)=[CH:13][CH:14]=1. (3) The product is: [C:27]([O:31][C:32]([N:34]1[CH2:39][CH2:38][N:37]([C:40]2[CH:45]=[CH:44][C:43]([C:51]3[CH:52]=[CH:53][C:48]([Cl:47])=[CH:49][CH:50]=3)=[CH:42][N:41]=2)[CH2:36][CH2:35]1)=[O:33])([CH3:30])([CH3:29])[CH3:28]. Given the reactants C(OC(N1CCN(C2N=CC(C3C=CC(F)=CC=3)=CN=2)CC1)=O)(C)(C)C.[C:27]([O:31][C:32]([N:34]1[CH2:39][CH2:38][N:37]([C:40]2[CH:45]=[CH:44][C:43](Br)=[CH:42][N:41]=2)[CH2:36][CH2:35]1)=[O:33])([CH3:30])([CH3:29])[CH3:28].[Cl:47][C:48]1[CH:53]=[CH:52][C:51](B(O)O)=[CH:50][CH:49]=1, predict the reaction product. (4) Given the reactants [OH:1][C:2]1[CH:29]=[CH:28][C:5]([C:6]([O:8][C@@H:9]2[CH2:18][C:17]3[C:12](=[CH:13][C:14]([OH:20])=[CH:15][C:16]=3[OH:19])[O:11][C@@H:10]2[C:21]2[CH:26]=[CH:25][C:24]([OH:27])=[CH:23][CH:22]=2)=[O:7])=[CH:4][CH:3]=1, predict the reaction product. The product is: [C:6]([OH:8])(=[O:7])[CH3:5].[C:6]([OH:8])(=[O:7])[CH3:5].[C:6]([OH:8])(=[O:7])[CH3:5].[C:6]([OH:8])(=[O:7])[CH3:5].[OH:1][C:2]1[CH:3]=[CH:4][C:5]([C:6]([O:8][C@@H:9]2[CH2:18][C:17]3[C:12](=[CH:13][C:14]([OH:20])=[CH:15][C:16]=3[OH:19])[O:11][C@@H:10]2[C:21]2[CH:26]=[CH:25][C:24]([OH:27])=[CH:23][CH:22]=2)=[O:7])=[CH:28][CH:29]=1.